This data is from Catalyst prediction with 721,799 reactions and 888 catalyst types from USPTO. The task is: Predict which catalyst facilitates the given reaction. Reactant: [CH3:1][C@@H:2]([CH2:10][CH2:11][CH:12]=[C:13]([CH3:15])[CH3:14])[CH2:3][CH2:4]OS(C)(=O)=O.[H-].[Al+3].[Li+].[H-].[H-].[H-]. Product: [CH3:14][C:13](=[CH:12][CH2:11][CH2:10][C@H:2]([CH3:1])[CH2:3][CH3:4])[CH3:15]. The catalyst class is: 1.